This data is from Reaction yield outcomes from USPTO patents with 853,638 reactions. The task is: Predict the reaction yield, written as a fraction of the theoretical maximum amount of product (1.0 means a 100% yield; for example, 0.34 means a 34% yield). (1) The reactants are [F:1][C:2]1[CH:7]=[CH:6][C:5]([OH:8])=[CH:4][CH:3]=1.[H-].[Na+].Br[C:12]1[CH:13]=[C:14]([N+]([O-])=O)[C:15]([C:18]#[N:19])=[N:16][CH:17]=1.[SH:23][C:24]1[N:29]=[CH:28][CH:27]=[CH:26][N:25]=1.[Cl-].[NH4+]. The catalyst is C(OCC)(=O)C.CN(C)C=O. The product is [F:1][C:2]1[CH:7]=[CH:6][C:5]([O:8][C:14]2[C:15]([C:18]#[N:19])=[N:16][CH:17]=[C:12]([S:23][C:24]3[N:29]=[CH:28][CH:27]=[CH:26][N:25]=3)[CH:13]=2)=[CH:4][CH:3]=1. The yield is 0.480. (2) The reactants are [Br:1][C:2]1[CH:3]=[C:4]2[C:11]3([C:15](=[O:16])[N:14]([CH3:17])[C:13](SC)=[N:12]3)[CH2:10][CH:9]([CH:20]3[CH2:25][CH2:24][CH2:23][O:22][CH2:21]3)[O:8][C:5]2=[CH:6][CH:7]=1.[NH4+:26].[I-].N.CCO. No catalyst specified. The product is [NH2:26][C:13]1[N:14]([CH3:17])[C:15](=[O:16])[C:11]2([C:4]3[C:5](=[CH:6][CH:7]=[C:2]([Br:1])[CH:3]=3)[O:8][CH:9]([CH:20]3[CH2:25][CH2:24][CH2:23][O:22][CH2:21]3)[CH2:10]2)[N:12]=1. The yield is 1.00.